Predict the reaction yield, written as a fraction of the theoretical maximum amount of product (1.0 means a 100% yield; for example, 0.34 means a 34% yield). From a dataset of Reaction yield outcomes from USPTO patents with 853,638 reactions. (1) The reactants are [OH:1][C:2]1[CH:11]=[C:10]2[C:5]([C:6](=[O:12])[CH2:7][CH2:8][O:9]2)=[CH:4][CH:3]=1.[N:13]1([CH2:18][CH2:19]O)[CH:17]=[CH:16][N:15]=[CH:14]1.C1(P(C2C=CC=CC=2)C2C=CC=CC=2)C=CC=CC=1.N(C(OCC)=O)=NC(OCC)=O. The catalyst is C1COCC1.CCOC(C)=O. The product is [N:13]1([CH2:18][CH2:19][O:1][C:2]2[CH:11]=[C:10]3[C:5]([C:6](=[O:12])[CH2:7][CH2:8][O:9]3)=[CH:4][CH:3]=2)[CH:17]=[CH:16][N:15]=[CH:14]1. The yield is 0.297. (2) The reactants are S(Cl)(Cl)=O.[I:5][C:6]1[CH:7]=[C:8]([CH2:22][CH2:23][C:24]([OH:26])=[O:25])[CH:9]=[C:10]([I:21])[C:11]=1[O:12][C:13]1[CH:18]=[CH:17][C:16]([O:19][CH3:20])=[CH:15][CH:14]=1.[CH3:27]O. No catalyst specified. The product is [I:5][C:6]1[CH:7]=[C:8]([CH2:22][CH2:23][C:24]([O:26][CH3:27])=[O:25])[CH:9]=[C:10]([I:21])[C:11]=1[O:12][C:13]1[CH:14]=[CH:15][C:16]([O:19][CH3:20])=[CH:17][CH:18]=1. The yield is 0.990.